This data is from Peptide-MHC class II binding affinity with 134,281 pairs from IEDB. The task is: Regression. Given a peptide amino acid sequence and an MHC pseudo amino acid sequence, predict their binding affinity value. This is MHC class II binding data. (1) The peptide sequence is TLTHRLMSPHRVPNYNLF. The MHC is DRB1_0101 with pseudo-sequence DRB1_0101. The binding affinity (normalized) is 0.183. (2) The binding affinity (normalized) is 0.672. The MHC is DRB1_0101 with pseudo-sequence DRB1_0101. The peptide sequence is CFKMFYKGVITHDVS.